The task is: Predict which catalyst facilitates the given reaction.. This data is from Catalyst prediction with 721,799 reactions and 888 catalyst types from USPTO. (1) Reactant: [C:1]([O:4][C:5](=[O:7])[CH3:6])(=O)[CH3:2].[OH:8][C:9]1[CH:14]=[CH:13]C(O)=[C:11](C)[CH:10]=1.C(=O)([O-])[O-].[Cs+].[Cs+]. Product: [C:5]([O:4][C:1]1[CH:11]=[CH:10][C:9]([OH:8])=[C:14]([CH3:13])[CH:2]=1)(=[O:7])[CH3:6]. The catalyst class is: 10. (2) Reactant: [F:1][C:2]1[CH:3]=[C:4]2[C:13](=[CH:14][CH:15]=1)[C:12]1[CH:11]=[CH:10][CH:9]=[CH:8][C:7]=1[N:6]([S:16]([C:19]1[CH:24]=[CH:23][C:22]([O:25]C)=[CH:21][CH:20]=1)(=[O:18])=[O:17])[CH:5]2[CH3:27].C1CCCCC=1.B(Br)(Br)Br.C(=O)(O)[O-].[Na+]. Product: [F:1][C:2]1[CH:3]=[C:4]2[C:13](=[CH:14][CH:15]=1)[C:12]1[CH:11]=[CH:10][CH:9]=[CH:8][C:7]=1[N:6]([S:16]([C:19]1[CH:20]=[CH:21][C:22]([OH:25])=[CH:23][CH:24]=1)(=[O:18])=[O:17])[CH:5]2[CH3:27]. The catalyst class is: 4.